Dataset: Catalyst prediction with 721,799 reactions and 888 catalyst types from USPTO. Task: Predict which catalyst facilitates the given reaction. (1) Reactant: [F:1][C:2]1([F:36])[CH2:8][N:7]([CH2:9][CH2:10][CH2:11][C:12]2[CH:17]=[CH:16][CH:15]=[CH:14][CH:13]=2)[C:6]2[N:18]=[C:19]([NH:22][C:23]3[CH:31]=[CH:30][C:26]([C:27](O)=[O:28])=[CH:25][C:24]=3[O:32][CH3:33])[N:20]=[CH:21][C:5]=2[N:4]([CH3:34])[C:3]1=[O:35].C(N(C(C)C)C(C)C)C.[O:46]1[CH2:51][CH2:50][CH:49]([NH2:52])[CH2:48][CH2:47]1. Product: [F:1][C:2]1([F:36])[CH2:8][N:7]([CH2:9][CH2:10][CH2:11][C:12]2[CH:13]=[CH:14][CH:15]=[CH:16][CH:17]=2)[C:6]2[N:18]=[C:19]([NH:22][C:23]3[CH:31]=[CH:30][C:26]([C:27]([NH:52][CH:49]4[CH2:50][CH2:51][O:46][CH2:47][CH2:48]4)=[O:28])=[CH:25][C:24]=3[O:32][CH3:33])[N:20]=[CH:21][C:5]=2[N:4]([CH3:34])[C:3]1=[O:35]. The catalyst class is: 9. (2) Reactant: Br[C:2]1[CH:3]=[C:4]2[C:9](=[CH:10][CH:11]=1)[N:8]([CH2:12][C:13]1[CH:18]=[CH:17][C:16]([O:19][CH3:20])=[CH:15][CH:14]=1)[CH2:7][CH2:6][CH2:5]2.C([Li])CCC.[Br:26][C:27]1[CH:28]=[CH:29][C:30]([Cl:35])=[C:31]([CH:34]=1)[CH:32]=[O:33]. Product: [Br:26][C:27]1[CH:28]=[CH:29][C:30]([Cl:35])=[C:31]([CH:32]([C:2]2[CH:3]=[C:4]3[C:9](=[CH:10][CH:11]=2)[N:8]([CH2:12][C:13]2[CH:18]=[CH:17][C:16]([O:19][CH3:20])=[CH:15][CH:14]=2)[CH2:7][CH2:6][CH2:5]3)[OH:33])[CH:34]=1. The catalyst class is: 1.